Dataset: Full USPTO retrosynthesis dataset with 1.9M reactions from patents (1976-2016). Task: Predict the reactants needed to synthesize the given product. (1) Given the product [Cl:1][C:2]1[CH:7]=[N:6][C:5]([O:8][C:9]2[CH:14]=[CH:13][C:12]([F:15])=[CH:11][CH:10]=2)=[C:4]([CH:3]=1)[C:16]([NH:18][C@H:19]([C:21]1[CH:29]=[CH:28][C:24]([C:25]([NH:34][S:31]([CH3:30])(=[O:33])=[O:32])=[O:26])=[CH:23][CH:22]=1)[CH3:20])=[O:17], predict the reactants needed to synthesize it. The reactants are: [Cl:1][C:2]1[CH:3]=[C:4]([C:16]([NH:18][C@H:19]([C:21]2[CH:29]=[CH:28][C:24]([C:25](O)=[O:26])=[CH:23][CH:22]=2)[CH3:20])=[O:17])[C:5]([O:8][C:9]2[CH:14]=[CH:13][C:12]([F:15])=[CH:11][CH:10]=2)=[N:6][CH:7]=1.[CH3:30][S:31]([NH2:34])(=[O:33])=[O:32].Cl.CN(C)CCCN=C=NCC. (2) Given the product [CH3:29][O:28][C:24]1[CH:23]=[C:22]([C:19]2[N:18]=[CH:17][C:16]3[CH:15]=[CH:14][C:13]4[C:30]5[C:31](=[O:32])[NH:8][CH2:9][C:10]=5[NH:11][C:12]=4[C:21]=3[CH:20]=2)[CH:27]=[CH:26][CH:25]=1, predict the reactants needed to synthesize it. The reactants are: C(OC([N:8]1[C:31](=[O:32])[C:30]2[C:13]3[CH:14]=[CH:15][C:16]4[CH:17]=[N:18][C:19]([C:22]5[CH:27]=[CH:26][CH:25]=[C:24]([O:28][CH3:29])[CH:23]=5)=[CH:20][C:21]=4[C:12]=3[N:11](C(OC(C)(C)C)=O)[C:10]=2[CH2:9]1)=O)(C)(C)C.C(O)(C(F)(F)F)=O. (3) The reactants are: [CH:1]1[C:6]([C@H:7]2[C@H:12]([CH2:13][O:14][C:15]3[CH:16]=[CH:17][C:18]4[O:23][CH2:22][O:21][C:19]=4[CH:20]=3)[CH2:11][NH:10][CH2:9][CH2:8]2)=[CH:5][CH:4]=[C:3]([F:24])[CH:2]=1.[P:25](=[O:29])([OH:28])([OH:27])[OH:26]. Given the product [CH:5]1[C:6]([C@H:7]2[C@H:12]([CH2:13][O:14][C:15]3[CH:16]=[CH:17][C:18]4[O:23][CH2:22][O:21][C:19]=4[CH:20]=3)[CH2:11][NH:10][CH2:9][CH2:8]2)=[CH:1][CH:2]=[C:3]([F:24])[CH:4]=1.[P:25]([O-:29])([O-:28])([O-:27])=[O:26], predict the reactants needed to synthesize it. (4) Given the product [N:17]1[C:18]2[C:23](=[CH:22][CH:21]=[CH:20][CH:19]=2)[CH:24]=[N:25][C:16]=1[NH:15][C@H:13]1[CH2:14][C@H:11]([N:6]2[CH:5]=[N:4][C:3]3[C:7]2=[N:8][CH:9]=[N:10][C:2]=3[C:33]2[CH:34]=[CH:35][C:30]([C:28]([O:27][CH3:26])=[O:29])=[CH:31][CH:32]=2)[CH2:12]1, predict the reactants needed to synthesize it. The reactants are: Cl[C:2]1[N:10]=[CH:9][N:8]=[C:7]2[C:3]=1[N:4]=[CH:5][N:6]2[C@H:11]1[CH2:14][C@H:13]([NH:15][C:16]2[N:25]=[CH:24][C:23]3[C:18](=[CH:19][CH:20]=[CH:21][CH:22]=3)[N:17]=2)[CH2:12]1.[CH3:26][O:27][C:28]([C:30]1[CH:35]=[CH:34][C:33](B(O)O)=[CH:32][CH:31]=1)=[O:29].C(=O)([O-])[O-].[Cs+].[Cs+].